This data is from Forward reaction prediction with 1.9M reactions from USPTO patents (1976-2016). The task is: Predict the product of the given reaction. (1) Given the reactants [Br:1][C:2]1[CH:7]=[C:6]([C:8]([F:11])([F:10])[F:9])[CH:5]=[CH:4][C:3]=1[N:12]1[CH2:17][CH2:16][NH:15][CH2:14][CH2:13]1.[N:18]1([CH2:27][C:28](O)=[O:29])[C:22]2=[N:23][CH:24]=[CH:25][CH:26]=[C:21]2[CH:20]=[CH:19]1.CN(C(ON1N=NC2C=CC=CC1=2)=[N+](C)C)C.[B-](F)(F)(F)F.C(N(CC)CC)C, predict the reaction product. The product is: [Br:1][C:2]1[CH:7]=[C:6]([C:8]([F:9])([F:10])[F:11])[CH:5]=[CH:4][C:3]=1[N:12]1[CH2:17][CH2:16][N:15]([C:28](=[O:29])[CH2:27][N:18]2[C:22]3=[N:23][CH:24]=[CH:25][CH:26]=[C:21]3[CH:20]=[CH:19]2)[CH2:14][CH2:13]1. (2) Given the reactants [C:1]([O:5][C:6]([N:8]([CH2:31][C@H:32]([OH:39])[C:33]1[CH:38]=[CH:37][CH:36]=[CH:35][CH:34]=1)[C@H:9]([CH3:30])[CH2:10][C:11]1[CH:16]=[CH:15][C:14]([S:17]([C:20]2[CH:21]=[CH:22][C:23]([OH:29])=[C:24]([CH:28]=2)[C:25]([O-:27])=[O:26])(=[O:19])=[O:18])=[CH:13][CH:12]=1)=[O:7])([CH3:4])([CH3:3])[CH3:2].[OH-].[Na+].Cl, predict the reaction product. The product is: [C:1]([O:5][C:6]([N:8]([CH2:31][C@H:32]([OH:39])[C:33]1[CH:38]=[CH:37][CH:36]=[CH:35][CH:34]=1)[C@H:9]([CH3:30])[CH2:10][C:11]1[CH:16]=[CH:15][C:14]([S:17]([C:20]2[CH:21]=[CH:22][C:23]([OH:29])=[C:24]([CH:28]=2)[C:25]([OH:27])=[O:26])(=[O:18])=[O:19])=[CH:13][CH:12]=1)=[O:7])([CH3:2])([CH3:3])[CH3:4]. (3) The product is: [N:22]1[CH:23]=[CH:24][CH:25]=[CH:26][C:21]=1[CH2:20][N:15]1[CH:16]=[C:12]([C:11]#[C:10][C:8]2[CH:7]=[CH:6][N:5]=[C:4]([CH3:3])[CH:9]=2)[N:13]=[C:14]1[CH3:17]. Given the reactants [H-].[Na+].[CH3:3][C:4]1[CH:9]=[C:8]([C:10]#[C:11][C:12]2[N:13]=[C:14]([CH3:17])[NH:15][CH:16]=2)[CH:7]=[CH:6][N:5]=1.Br.Br[CH2:20][C:21]1[CH:26]=[CH:25][CH:24]=[CH:23][N:22]=1.O, predict the reaction product. (4) The product is: [Cl:8][C:6]1[N:7]=[C:2]([NH:25][CH3:22])[N:3]=[C:4]([N:9]2[CH2:14][CH2:13][CH:12]([C:15]([O:17][CH2:18][CH3:19])=[O:16])[CH2:11][CH2:10]2)[N:5]=1. Given the reactants Cl[C:2]1[N:7]=[C:6]([Cl:8])[N:5]=[C:4]([N:9]2[CH2:14][CH2:13][CH:12]([C:15]([O:17][CH2:18][CH3:19])=[O:16])[CH2:11][CH2:10]2)[N:3]=1.CN.[CH:22]([N:25](C(C)C)CC)(C)C, predict the reaction product. (5) The product is: [CH:1]1([C:4]([N:6]2[CH2:10][CH2:9][C@@H:8]([CH2:11][C:12]3[N:13]([C:18]4[CH:19]=[CH:20][C:21]([C:43]5[CH:42]=[CH:41][CH:40]=[C:39]([C:37]([C:36]6[CH:45]=[CH:46][CH:47]=[CH:34][CH:35]=6)=[O:38])[CH:44]=5)=[CH:22][CH:23]=4)[C:14](=[O:17])[NH:15][N:16]=3)[CH2:7]2)=[O:5])[CH2:3][CH2:2]1. Given the reactants [CH:1]1([C:4]([N:6]2[CH2:10][CH2:9][C@@H:8]([CH2:11][C:12]3[N:13]([C:18]4[CH:23]=[CH:22][C:21](B5OC(C)(C)C(C)(C)O5)=[CH:20][CH:19]=4)[C:14](=[O:17])[NH:15][N:16]=3)[CH2:7]2)=[O:5])[CH2:3][CH2:2]1.Br[C:34]1[CH:35]=[C:36]([CH:45]=[CH:46][CH:47]=1)[C:37]([C:39]1[CH:44]=[CH:43][CH:42]=[CH:41][CH:40]=1)=[O:38].C(=O)([O-])[O-].[K+].[K+], predict the reaction product.